This data is from Full USPTO retrosynthesis dataset with 1.9M reactions from patents (1976-2016). The task is: Predict the reactants needed to synthesize the given product. (1) Given the product [C:43]1([N:20]([C:14]2[CH:19]=[CH:18][CH:17]=[CH:16][CH:15]=2)[C:21]2[CH:41]=[CH:40][C:24]3[O:25][C:26]4[C:32]([N:33]([C:65]5[C:60]6[C:59](=[CH:64][CH:63]=[CH:62][CH:61]=6)[CH:66]=[CH:2][CH:1]=5)[C:34]5[CH:35]=[CH:36][CH:37]=[CH:38][CH:39]=5)=[CH:31][CH:30]=[CH:29][C:27]=4[O:28][C:23]=3[CH:22]=2)[C:52]2[C:47](=[CH:48][CH:49]=[CH:50][CH:51]=2)[CH:46]=[CH:45][CH:44]=1, predict the reactants needed to synthesize it. The reactants are: [C:1](P(C(C)(C)C)C(C)(C)C)(C)(C)[CH3:2].[C:14]1([NH:20][C:21]2[CH:41]=[CH:40][C:24]3[O:25][C:26]4[C:32]([NH:33][C:34]5[CH:39]=[CH:38][CH:37]=[CH:36][CH:35]=5)=[CH:31][CH:30]=[CH:29][C:27]=4[O:28][C:23]=3[CH:22]=2)[CH:19]=[CH:18][CH:17]=[CH:16][CH:15]=1.Br[C:43]1[C:52]2[C:47](=[CH:48][CH:49]=[CH:50][CH:51]=2)[CH:46]=[CH:45][CH:44]=1.CC(C)([O-])C.[Na+].[C:59]1([CH3:66])[C:60]([CH3:65])=[CH:61][CH:62]=[CH:63][CH:64]=1. (2) Given the product [CH3:1][O:2][C:3]1[CH:4]=[CH:5][C:6]([CH2:7][O:8][C:9]2[C:14]3[C:15]([O:18][CH2:22][CH:23]4[CH2:28][CH2:27][N:26]([CH2:29][C:30]5([C:35]([O:37][CH3:38])=[O:36])[CH2:31][CH2:32][CH2:33][CH2:34]5)[CH2:25][CH2:24]4)=[N:16][O:17][C:13]=3[CH:12]=[CH:11][CH:10]=2)=[CH:19][CH:20]=1, predict the reactants needed to synthesize it. The reactants are: [CH3:1][O:2][C:3]1[CH:20]=[CH:19][C:6]([CH2:7][O:8][C:9]2[C:14]3[C:15]([OH:18])=[N:16][O:17][C:13]=3[CH:12]=[CH:11][CH:10]=2)=[CH:5][CH:4]=1.O[CH2:22][CH:23]1[CH2:28][CH2:27][N:26]([CH2:29][C:30]2([C:35]([O:37][CH3:38])=[O:36])[CH2:34][CH2:33][CH2:32][CH2:31]2)[CH2:25][CH2:24]1.C(C=P(CCCC)(CCCC)CCCC)#N. (3) Given the product [C:24]1([S:30]([N:33]2[C:37]3=[N:38][CH:39]=[C:40]([C:42]4[CH:43]=[N:44][N:45]([CH3:47])[CH:46]=4)[CH:41]=[C:36]3[C:35]([B:10]3[O:11][C:12]([CH3:17])([CH3:18])[C:13]([CH3:15])([CH3:16])[O:14]3)=[CH:34]2)(=[O:32])=[O:31])[CH:25]=[CH:26][CH:27]=[CH:28][CH:29]=1, predict the reactants needed to synthesize it. The reactants are: [B:10]1([B:10]2[O:14][C:13]([CH3:16])([CH3:15])[C:12]([CH3:18])([CH3:17])[O:11]2)[O:14][C:13]([CH3:16])([CH3:15])[C:12]([CH3:18])([CH3:17])[O:11]1.C([O-])(=O)C.[K+].[C:24]1([S:30]([N:33]2[C:37]3=[N:38][CH:39]=[C:40]([C:42]4[CH:43]=[N:44][N:45]([CH3:47])[CH:46]=4)[CH:41]=[C:36]3[C:35](I)=[CH:34]2)(=[O:32])=[O:31])[CH:29]=[CH:28][CH:27]=[CH:26][CH:25]=1. (4) Given the product [CH2:2]([C@H:7]1[CH2:12][CH2:11][C@H:10]([C@H:13]2[CH2:18][CH2:17][C@H:16]([CH2:19][Si:23]([O:26][CH3:27])([O:24][CH3:25])[O:22][CH3:21])[CH2:15][CH2:14]2)[CH2:9][CH2:8]1)[CH2:3][CH2:4][CH2:5][CH3:6], predict the reactants needed to synthesize it. The reactants are: [Mg].[CH2:2]([C@H:7]1[CH2:12][CH2:11][C@H:10]([C@H:13]2[CH2:18][CH2:17][C@H:16]([CH2:19]Cl)[CH2:15][CH2:14]2)[CH2:9][CH2:8]1)[CH2:3][CH2:4][CH2:5][CH3:6].[CH3:21][O:22][Si:23](OC)([O:26][CH3:27])[O:24][CH3:25]. (5) The reactants are: [CH:1]1([NH:7][C:8]([C:10]2[CH:11]([NH2:34])[C:12]3[C:17]([C:18]=2[C:19]2[CH:24]=[CH:23][CH:22]=[CH:21][CH:20]=2)=[CH:16][CH:15]=[C:14]([O:25][CH2:26][CH2:27][N:28]2[CH2:33][CH2:32][O:31][CH2:30][CH2:29]2)[CH:13]=3)=[O:9])[CH2:6][CH2:5][CH2:4][CH2:3][CH2:2]1.[C:35](Cl)(=[O:37])[CH3:36].C(N(CC)CC)C. Given the product [CH:1]1([NH:7][C:8]([C:10]2[CH:11]([NH:34][C:35](=[O:37])[CH3:36])[C:12]3[C:17]([C:18]=2[C:19]2[CH:24]=[CH:23][CH:22]=[CH:21][CH:20]=2)=[CH:16][CH:15]=[C:14]([O:25][CH2:26][CH2:27][N:28]2[CH2:29][CH2:30][O:31][CH2:32][CH2:33]2)[CH:13]=3)=[O:9])[CH2:2][CH2:3][CH2:4][CH2:5][CH2:6]1, predict the reactants needed to synthesize it. (6) Given the product [O:4]=[C:5]1[CH2:10][CH2:9][CH:8]([C:11]#[N:12])[CH2:7][CH2:6]1, predict the reactants needed to synthesize it. The reactants are: O1[C:5]2([CH2:10][CH2:9][CH:8]([C:11]#[N:12])[CH2:7][CH2:6]2)[O:4]CC1.[N+]([O-])([O-])=O.[Ce+4].[NH4+].[N+]([O-])([O-])=O.[N+]([O-])([O-])=O.[N+]([O-])([O-])=O.[N+]([O-])([O-])=O.